Dataset: Reaction yield outcomes from USPTO patents with 853,638 reactions. Task: Predict the reaction yield, written as a fraction of the theoretical maximum amount of product (1.0 means a 100% yield; for example, 0.34 means a 34% yield). (1) The reactants are [H-].[Al+3].[Li+].[H-].[H-].[H-].[Cl:7][C:8]1[CH:9]=[CH:10][C:11]2[CH2:12][C@H:13]3[C:20](=O)[NH:19][C@H:18]([CH3:22])[C:17](=O)[N:14]3[C:15]=2[CH:16]=1.[OH-].[Na+].S([O-])([O-])(=O)=O.[Mg+2].Cl. The catalyst is CCOCC.O. The product is [ClH:7].[Cl:7][C:8]1[CH:9]=[CH:10][C:11]2[CH2:12][C@H:13]3[CH2:20][NH:19][C@H:18]([CH3:22])[CH2:17][N:14]3[C:15]=2[CH:16]=1. The yield is 0.830. (2) The reactants are [CH2:1]([N:3]1[CH2:8][CH2:7][O:6][CH2:5][CH2:4]1)[CH3:2].[OH:9]O. The catalyst is [Pt].CO. The product is [OH2:6].[CH2:1]([N+:3]1([O-:9])[CH2:8][CH2:7][O:6][CH2:5][CH2:4]1)[CH3:2]. The yield is 0.940. (3) The reactants are [CH3:1][N:2]1[CH:6]=[C:5]([NH:7][C:8]([C:10]2[C:14]3[N:15]=[C:16](Cl)[N:17]=[CH:18][C:13]=3[S:12][CH:11]=2)=[O:9])[CH:4]=[N:3]1.[NH2:20][C@@H:21]1[CH2:26][CH2:25][O:24][CH2:23][C@@H:22]1[NH:27][C:28](=[O:34])[O:29][C:30]([CH3:33])([CH3:32])[CH3:31].C(N(C(C)C)CC)(C)C. The catalyst is O1CCOCC1.ClCCl. The product is [C:30]([O:29][C:28](=[O:34])[NH:27][C@@H:22]1[C@H:21]([NH:20][C:16]2[N:17]=[CH:18][C:13]3[S:12][CH:11]=[C:10]([C:8](=[O:9])[NH:7][C:5]4[CH:4]=[N:3][N:2]([CH3:1])[CH:6]=4)[C:14]=3[N:15]=2)[CH2:26][CH2:25][O:24][CH2:23]1)([CH3:33])([CH3:31])[CH3:32]. The yield is 0.526. (4) The yield is 0.540. The product is [NH2:1][C:2]1[S:3][C:4]([C:24]2[CH:29]=[CH:28][N:27]=[C:26]([NH:32][C:33]3[CH:38]=[CH:37][C:36]([O:39][CH2:40][CH2:41][N:42]([CH3:43])[CH3:44])=[C:35]([Cl:45])[CH:34]=3)[N:25]=2)=[C:5]([C:7]2[CH:8]=[C:9]([CH:21]=[CH:22][CH:23]=2)[C:10]([NH:12][C:13]2[C:14]([F:20])=[CH:15][CH:16]=[CH:17][C:18]=2[F:19])=[O:11])[N:6]=1. The reactants are [NH2:1][C:2]1[S:3][C:4]([C:24]2[CH:29]=[CH:28][N:27]=[C:26](Cl)[N:25]=2)=[C:5]([C:7]2[CH:8]=[C:9]([CH:21]=[CH:22][CH:23]=2)[C:10]([NH:12][C:13]2[C:18]([F:19])=[CH:17][CH:16]=[CH:15][C:14]=2[F:20])=[O:11])[N:6]=1.[Cl-].[NH2:32][C:33]1[CH:38]=[CH:37][C:36]([O:39][CH2:40][CH2:41][NH+:42]([CH3:44])[CH3:43])=[C:35]([Cl:45])[CH:34]=1.Cl.O1CCOCC1. The catalyst is CC(O)C. (5) The reactants are Cl.[CH3:2][O:3][C:4]1([CH2:10][C:11]#[N:12])[CH2:9][CH2:8][NH:7][CH2:6][CH2:5]1.Cl[C:14]1[N:19]=[C:18]([NH2:20])[CH:17]=[CH:16][N:15]=1.C(N(C(C)C)C(C)C)C. The catalyst is CN(C)C=O. The product is [NH2:20][C:18]1[CH:17]=[CH:16][N:15]=[C:14]([N:7]2[CH2:8][CH2:9][C:4]([CH2:10][C:11]#[N:12])([O:3][CH3:2])[CH2:5][CH2:6]2)[N:19]=1. The yield is 0.690. (6) The reactants are [CH:1]([C:4]1[N:8]2[CH:9]=[C:10]([S:13][C:14]3[CH:21]=[CH:20][CH:19]=[CH:18][C:15]=3[CH2:16][NH2:17])[CH:11]=[CH:12][C:7]2=[N:6][N:5]=1)([CH3:3])[CH3:2].N1C=CC=CC=1.[C:28](OC(=O)C)(=[O:30])[CH3:29]. The catalyst is ClCCl. The product is [CH:1]([C:4]1[N:8]2[CH:9]=[C:10]([S:13][C:14]3[CH:21]=[CH:20][CH:19]=[CH:18][C:15]=3[CH2:16][NH:17][C:28](=[O:30])[CH3:29])[CH:11]=[CH:12][C:7]2=[N:6][N:5]=1)([CH3:3])[CH3:2]. The yield is 0.680. (7) The reactants are [Cl:1][C:2]1[CH:3]=[C:4]([CH:6]=[C:7]([Cl:24])[C:8]=1[O:9][C:10]1[C:19]2[C:14](=[CH:15][C:16]([O:22][CH3:23])=[C:17]([O:20][CH3:21])[CH:18]=2)[N:13]=[CH:12][CH:11]=1)[NH2:5].[F:25][C:26]1[CH:31]=[C:30]([F:32])[CH:29]=[CH:28][C:27]=1[N:33]=[C:34]=[O:35]. The catalyst is C(Cl)(Cl)Cl. The product is [Cl:1][C:2]1[CH:3]=[C:4]([NH:5][C:34]([NH:33][C:27]2[CH:28]=[CH:29][C:30]([F:32])=[CH:31][C:26]=2[F:25])=[O:35])[CH:6]=[C:7]([Cl:24])[C:8]=1[O:9][C:10]1[C:19]2[C:14](=[CH:15][C:16]([O:22][CH3:23])=[C:17]([O:20][CH3:21])[CH:18]=2)[N:13]=[CH:12][CH:11]=1. The yield is 0.740.